Predict the reactants needed to synthesize the given product. From a dataset of Full USPTO retrosynthesis dataset with 1.9M reactions from patents (1976-2016). (1) Given the product [F:1][C:2]([F:44])([F:43])[C:3]1[CH:4]=[C:5]([CH:36]=[C:37]([C:39]([F:42])([F:41])[F:40])[CH:38]=1)[CH2:6][N:7]([CH2:14][C:15]1[C:16]([N:27]([CH2:30][CH:31]2[CH2:35][CH2:34][CH2:33][CH2:32]2)[CH2:28][CH3:29])=[N:17][C:18]2[C:23]([CH:24]=1)=[CH:22][CH:21]=[C:47]([C:48]([OH:46])=[O:49])[CH:19]=2)[C:8]1[N:9]=[N:10][N:11]([CH3:13])[N:12]=1, predict the reactants needed to synthesize it. The reactants are: [F:1][C:2]([F:44])([F:43])[C:3]1[CH:4]=[C:5]([CH:36]=[C:37]([C:39]([F:42])([F:41])[F:40])[CH:38]=1)[CH2:6][N:7]([CH2:14][C:15]1[C:16]([N:27]([CH2:30][CH:31]2[CH2:35][CH2:34][CH2:33][CH2:32]2)[CH2:28][CH3:29])=[N:17][C:18]2[C:23]([CH:24]=1)=[CH:22][CH:21]=C(C#N)[CH:19]=2)[C:8]1[N:9]=[N:10][N:11]([CH3:13])[N:12]=1.[Li+].[OH-:46].[CH3:47][CH2:48][OH:49]. (2) Given the product [Br:1][C:2]1[CH:31]=[CH:30][CH:29]=[CH:28][C:3]=1[O:4][CH:5]1[CH2:10][CH2:9][N:8]([C:11]2[N:16]=[N:15][C:14]([C:17]3[CH:18]=[N:19][CH:20]=[C:21]([CH:27]=3)[C:22]([OH:24])=[O:23])=[CH:13][CH:12]=2)[CH2:7][CH2:6]1, predict the reactants needed to synthesize it. The reactants are: [Br:1][C:2]1[CH:31]=[CH:30][CH:29]=[CH:28][C:3]=1[O:4][CH:5]1[CH2:10][CH2:9][N:8]([C:11]2[N:16]=[N:15][C:14]([C:17]3[CH:18]=[N:19][CH:20]=[C:21]([CH:27]=3)[C:22]([O:24]CC)=[O:23])=[CH:13][CH:12]=2)[CH2:7][CH2:6]1.[OH-].[Na+]. (3) Given the product [C:1]([O:5][C:6]([NH:8][C@@H:9]1[C@H:14]([NH:15][C:16]2[N:21]=[C:20]([C:22]3[S:26][N:25]=[C:24]([CH2:27][CH3:28])[CH:23]=3)[C:19]3[C:29](=[O:39])[N:30]([C:32]([O:34][C:35]([CH3:38])([CH3:37])[CH3:36])=[O:33])[CH2:31][C:18]=3[C:17]=2[F:40])[CH2:13][CH2:12][O:11][CH2:10]1)=[O:7])([CH3:3])([CH3:2])[CH3:4], predict the reactants needed to synthesize it. The reactants are: [C:1]([O:5][C:6]([NH:8][C@@H:9]1[C@H:14]([NH:15][C:16]2[N:21]=[C:20]([C:22]3[S:26][N:25]=[C:24]([CH:27]=[CH2:28])[CH:23]=3)[C:19]3[C:29](=[O:39])[N:30]([C:32]([O:34][C:35]([CH3:38])([CH3:37])[CH3:36])=[O:33])[CH2:31][C:18]=3[C:17]=2[F:40])[CH2:13][CH2:12][O:11][CH2:10]1)=[O:7])([CH3:4])([CH3:3])[CH3:2].